From a dataset of Full USPTO retrosynthesis dataset with 1.9M reactions from patents (1976-2016). Predict the reactants needed to synthesize the given product. (1) Given the product [F:5][C:4]([F:7])([F:6])[C:3]([CH2:2][NH:1][C:23]1[CH:31]=[C:30]([CH3:32])[CH:29]=[C:28]2[C:24]=1[CH:25]=[N:26][N:27]2[C:33]1[CH:38]=[CH:37][CH:36]=[C:35]([O:39][CH3:40])[CH:34]=1)([OH:21])[CH2:8][C:9]([C:12]1[CH:17]=[C:16]([F:18])[CH:15]=[CH:14][C:13]=1[O:19][CH3:20])([CH3:11])[CH3:10], predict the reactants needed to synthesize it. The reactants are: [NH2:1][CH2:2][C:3]([OH:21])([CH2:8][C:9]([C:12]1[CH:17]=[C:16]([F:18])[CH:15]=[CH:14][C:13]=1[O:19][CH3:20])([CH3:11])[CH3:10])[C:4]([F:7])([F:6])[F:5].Br[C:23]1[CH:31]=[C:30]([CH3:32])[CH:29]=[C:28]2[C:24]=1[CH:25]=[N:26][N:27]2[C:33]1[CH:38]=[CH:37][CH:36]=[C:35]([O:39][CH3:40])[CH:34]=1.C1C=CC(P(C2C(C3C(P(C4C=CC=CC=4)C4C=CC=CC=4)=CC=C4C=3C=CC=C4)=C3C(C=CC=C3)=CC=2)C2C=CC=CC=2)=CC=1.CC(C)([O-])C.[Na+]. (2) Given the product [Cl:9][C:10]1[CH:11]=[C:12]([C:16]2[C:29]([CH3:30])=[C:28]([C:31]#[N:32])[C:19]3[N:20]=[C:21]([C:23]([N:3]([CH3:4])[CH3:2])=[O:25])[O:22][C:18]=3[C:17]=2[F:33])[CH:13]=[CH:14][CH:15]=1, predict the reactants needed to synthesize it. The reactants are: Cl.[CH3:2][NH:3][CH3:4].C[Al](C)C.[Cl:9][C:10]1[CH:11]=[C:12]([C:16]2[C:29]([CH3:30])=[C:28]([C:31]#[N:32])[C:19]3[N:20]=[C:21]([C:23]([O:25]CC)=O)[O:22][C:18]=3[C:17]=2[F:33])[CH:13]=[CH:14][CH:15]=1.Cl. (3) Given the product [CH3:33][S:7]([C:9]1[CH:14]=[CH:13][CH:12]=[C:11]([CH2:15][NH:16][C:17]2[CH:26]=[C:25]3[C:20]([C:21]([NH:27][C:28]4[S:29][CH:30]=[CH:31][N:32]=4)=[N:22][CH:23]=[N:24]3)=[CH:19][CH:18]=2)[CH:10]=1)(=[NH:6])=[O:8], predict the reactants needed to synthesize it. The reactants are: C(OC([N:6]=[S:7]([CH3:33])([C:9]1[CH:14]=[CH:13][CH:12]=[C:11]([CH2:15][NH:16][C:17]2[CH:26]=[C:25]3[C:20]([C:21]([NH:27][C:28]4[S:29][CH:30]=[CH:31][N:32]=4)=[N:22][CH:23]=[N:24]3)=[CH:19][CH:18]=2)[CH:10]=1)=[O:8])=O)C.ClCCl.CO. (4) Given the product [CH3:45][O:46][C:22](=[O:40])[CH:21]([OH:24])[C:14]1[N:15]([CH3:20])[C:16](=[O:19])[C:17]2[C:12]([C:13]=1[C:29]1[C:30]([CH3:39])=[C:31]3[C:36](=[CH:37][CH:38]=1)[O:35][CH2:34][CH2:33][CH2:32]3)=[CH:11][CH:10]=[C:9]([OH:8])[CH:18]=2, predict the reactants needed to synthesize it. The reactants are: C([O:8][C:9]1[CH:18]=[C:17]2[C:12]([C:13]([C:29]3[C:30]([CH3:39])=[C:31]4[C:36](=[CH:37][CH:38]=3)[O:35][CH2:34][CH2:33][CH2:32]4)=[C:14]([CH:21]([O:24][Si](C)(C)C)[C:22]#N)[N:15]([CH3:20])[C:16]2=[O:19])=[CH:11][CH:10]=1)C1C=CC=CC=1.[OH:40]S(O)(=O)=O.[CH3:45][OH:46].